From a dataset of Catalyst prediction with 721,799 reactions and 888 catalyst types from USPTO. Predict which catalyst facilitates the given reaction. (1) Reactant: [CH3:1][C:2]1[CH:7]=[CH:6][C:5]([OH:8])=[CH:4][C:3]=1[N+:9]([O-])=O.Br[CH2:13][C:14]1[C:19]([F:20])=[CH:18][CH:17]=[CH:16][C:15]=1[F:21].C(=O)([O-])[O-].[K+].[K+].CN(C=O)C. Product: [F:20][C:19]1[CH:18]=[CH:17][CH:16]=[C:15]([F:21])[C:14]=1[CH2:13][O:8][C:5]1[CH:6]=[CH:7][C:2]([CH3:1])=[C:3]([CH:4]=1)[NH2:9]. The catalyst class is: 6. (2) Reactant: C[O:2][C:3](=[O:23])[C:4]1[CH:9]=[CH:8][C:7]([O:10][CH3:11])=[C:6]([O:12][CH2:13][CH2:14][C:15]2[CH:20]=[CH:19][CH:18]=[C:17]([C:21]#[N:22])[CH:16]=2)[CH:5]=1.[OH-].[Li+]. Product: [C:21]([C:17]1[CH:16]=[C:15]([CH2:14][CH2:13][O:12][C:6]2[CH:5]=[C:4]([CH:9]=[CH:8][C:7]=2[O:10][CH3:11])[C:3]([OH:23])=[O:2])[CH:20]=[CH:19][CH:18]=1)#[N:22]. The catalyst class is: 12.